Dataset: Peptide-MHC class II binding affinity with 134,281 pairs from IEDB. Task: Regression. Given a peptide amino acid sequence and an MHC pseudo amino acid sequence, predict their binding affinity value. This is MHC class II binding data. (1) The binding affinity (normalized) is 0.00625. The MHC is HLA-DQA10102-DQB10602 with pseudo-sequence HLA-DQA10102-DQB10602. The peptide sequence is AGWDTVLQSITTILA. (2) The MHC is DRB1_0901 with pseudo-sequence DRB1_0901. The peptide sequence is KKGGEAMDTISVFLH. The binding affinity (normalized) is 0.410. (3) The peptide sequence is AAFQAAHARFVAAAA. The MHC is DRB3_0101 with pseudo-sequence DRB3_0101. The binding affinity (normalized) is 0.794. (4) The peptide sequence is KMIGGIGGFVKVRQYDQILI. The MHC is DRB1_0901 with pseudo-sequence DRB1_0901. The binding affinity (normalized) is 0.331. (5) The peptide sequence is IPVFLQEALNIALVA. The MHC is DRB1_1302 with pseudo-sequence DRB1_1302. The binding affinity (normalized) is 0.769.